Task: Predict the product of the given reaction.. Dataset: Forward reaction prediction with 1.9M reactions from USPTO patents (1976-2016) (1) Given the reactants [CH3:1][NH:2][C:3]1[C:8]([NH2:9])=[CH:7][C:6]([C:10]([F:13])([F:12])[F:11])=[CH:5][N:4]=1.[CH2:14]([S:17][C:18]1[CH:26]=[CH:25][CH:24]=[CH:23][C:19]=1[C:20](O)=O)[CH2:15][CH3:16].CCN=C=NCCCN(C)C.C1C=CC2N(O)N=NC=2C=1, predict the reaction product. The product is: [CH3:1][N:2]1[C:3]2=[N:4][CH:5]=[C:6]([C:10]([F:13])([F:11])[F:12])[CH:7]=[C:8]2[N:9]=[C:20]1[C:19]1[CH:23]=[CH:24][CH:25]=[CH:26][C:18]=1[S:17][CH2:14][CH2:15][CH3:16]. (2) Given the reactants [NH:1]1[CH2:6][CH2:5][C:4](=[O:7])[CH2:3][CH2:2]1.Cl[CH2:9][CH2:10][CH2:11][O:12][CH2:13][C:14]1[CH:19]=[CH:18][CH:17]=[CH:16][CH:15]=1, predict the reaction product. The product is: [CH2:13]([O:12][CH2:11][CH2:10][CH2:9][N:1]1[CH2:6][CH2:5][C:4](=[O:7])[CH2:3][CH2:2]1)[C:14]1[CH:19]=[CH:18][CH:17]=[CH:16][CH:15]=1.